This data is from Reaction yield outcomes from USPTO patents with 853,638 reactions. The task is: Predict the reaction yield, written as a fraction of the theoretical maximum amount of product (1.0 means a 100% yield; for example, 0.34 means a 34% yield). The yield is 0.880. No catalyst specified. The reactants are [N+:1]([O-:4])(O)=[O:2].S(=O)(=O)(O)O.[C:10]1([CH3:20])[CH:15]=[CH:14][C:13]([S:16]([Cl:19])(=[O:18])=[O:17])=[CH:12][CH:11]=1. The product is [CH3:20][C:10]1[CH:15]=[CH:14][C:13]([S:16]([Cl:19])(=[O:18])=[O:17])=[CH:12][C:11]=1[N+:1]([O-:4])=[O:2].